This data is from Catalyst prediction with 721,799 reactions and 888 catalyst types from USPTO. The task is: Predict which catalyst facilitates the given reaction. Reactant: Cl.[NH2:2][O:3][CH2:4][C:5]([OH:7])=[O:6].[NH2:2][O:3][CH2:4][C:5]([OH:7])=[O:6].[F:14][C:15]([F:33])([F:32])[C:16]1[CH:17]=[C:18]([S:22]([N:25]2[CH2:30][CH2:29][C:28](=O)[CH2:27][CH2:26]2)(=[O:24])=[O:23])[CH:19]=[CH:20][CH:21]=1.Cl. Product: [F:33][C:15]([F:14])([F:32])[C:16]1[CH:17]=[C:18]([S:22]([N:25]2[CH2:26][CH2:27][C:28](=[N:2][O:3][CH2:4][C:5]([OH:7])=[O:6])[CH2:29][CH2:30]2)(=[O:23])=[O:24])[CH:19]=[CH:20][CH:21]=1. The catalyst class is: 17.